This data is from Catalyst prediction with 721,799 reactions and 888 catalyst types from USPTO. The task is: Predict which catalyst facilitates the given reaction. (1) Reactant: [OH-].[Na+].C[O:4][C:5](=[O:25])[CH2:6][C:7]1[C:8]([CH3:24])=[N:9][N:10]([C:18]2[CH:23]=[N:22][CH:21]=[CH:20][N:19]=2)[C:11]=1[C:12]1[CH:17]=[CH:16][CH:15]=[CH:14][CH:13]=1. Product: [CH3:24][C:8]1[C:7]([CH2:6][C:5]([OH:25])=[O:4])=[C:11]([C:12]2[CH:17]=[CH:16][CH:15]=[CH:14][CH:13]=2)[N:10]([C:18]2[CH:23]=[N:22][CH:21]=[CH:20][N:19]=2)[N:9]=1. The catalyst class is: 5. (2) Reactant: [CH2:1]([O:3][C:4]([N:6]1[CH:11]2[CH2:12][CH2:13][CH:7]1[CH2:8][C:9](=[O:14])[CH2:10]2)=[O:5])[CH3:2]. Product: [CH2:1]([O:3][C:4]([N:6]1[CH:11]2[CH2:12][CH2:13][CH:7]1[CH2:8][CH:9]([OH:14])[CH2:10]2)=[O:5])[CH3:2]. The catalyst class is: 94. (3) Product: [C:23]([C:22]1[CH:26]=[CH:27][CH:28]=[CH:29][C:21]=1[NH:20][C:7]([C:6]1[S:5][C:4]2[CH:10]=[CH:11][CH:12]=[CH:13][C:3]=2[C:2]=1[Cl:1])=[O:9])(=[O:24])[NH2:25]. The catalyst class is: 3. Reactant: [Cl:1][C:2]1[C:3]2[CH:13]=[CH:12][CH:11]=[CH:10][C:4]=2[S:5][C:6]=1[C:7]([OH:9])=O.C(Cl)(=O)C(Cl)=O.[NH2:20][C:21]1[CH:29]=[CH:28][CH:27]=[CH:26][C:22]=1[C:23]([NH2:25])=[O:24]. (4) Reactant: [CH:1]1([CH2:8][C@H:9]2[NH:14][CH2:13][CH:12]([C:15]3[CH:20]=[C:19]([F:21])[CH:18]=[C:17]([F:22])[CH:16]=3)[NH:11][C:10]2=[O:23])[CH2:7][CH2:6][CH2:5][CH2:4][CH2:3][CH2:2]1.[C:24]([O:28][C:29](O[C:29]([O:28][C:24]([CH3:27])([CH3:26])[CH3:25])=[O:30])=[O:30])([CH3:27])([CH3:26])[CH3:25].CCN(C(C)C)C(C)C. Product: [C:24]([O:28][C:29]([N:14]1[CH2:13][CH:12]([C:15]2[CH:16]=[C:17]([F:22])[CH:18]=[C:19]([F:21])[CH:20]=2)[NH:11][C:10](=[O:23])[C@H:9]1[CH2:8][CH:1]1[CH2:2][CH2:3][CH2:4][CH2:5][CH2:6][CH2:7]1)=[O:30])([CH3:27])([CH3:26])[CH3:25]. The catalyst class is: 10. (5) Reactant: B(Br)(Br)Br.C[O:6][C:7]1[CH:8]=[C:9]([S:13][C:14]2[N:15]([CH2:30][C:31]3[C:40]4[C:35](=[CH:36][CH:37]=[CH:38][CH:39]=4)[CH:34]=[CH:33][CH:32]=3)[CH:16]=[C:17]3[C:22]=2[C:21](=[O:23])[N:20]([CH3:24])[C:19](=[O:25])[N:18]3[CH2:26][CH:27]([CH3:29])[CH3:28])[CH:10]=[CH:11][CH:12]=1.O. Product: [OH:6][C:7]1[CH:8]=[C:9]([S:13][C:14]2[N:15]([CH2:30][C:31]3[C:40]4[C:35](=[CH:36][CH:37]=[CH:38][CH:39]=4)[CH:34]=[CH:33][CH:32]=3)[CH:16]=[C:17]3[C:22]=2[C:21](=[O:23])[N:20]([CH3:24])[C:19](=[O:25])[N:18]3[CH2:26][CH:27]([CH3:28])[CH3:29])[CH:10]=[CH:11][CH:12]=1. The catalyst class is: 4.